The task is: Regression. Given a peptide amino acid sequence and an MHC pseudo amino acid sequence, predict their binding affinity value. This is MHC class II binding data.. This data is from Peptide-MHC class II binding affinity with 134,281 pairs from IEDB. (1) The peptide sequence is EDKYFAATQFEPLAA. The MHC is HLA-DPA10201-DPB10101 with pseudo-sequence HLA-DPA10201-DPB10101. The binding affinity (normalized) is 0.859. (2) The peptide sequence is EPGHLAPTGMFVAAA. The MHC is HLA-DQA10101-DQB10501 with pseudo-sequence HLA-DQA10101-DQB10501. The binding affinity (normalized) is 0.162.